Dataset: Full USPTO retrosynthesis dataset with 1.9M reactions from patents (1976-2016). Task: Predict the reactants needed to synthesize the given product. (1) The reactants are: C(OC(N1CCC(CO[C:16]2[CH:25]=[C:24]3[C:19]([C:20](OC4C=C5C(=CC=4)NC=C5C)=[N:21][CH:22]=[N:23]3)=[CH:18][C:17]=2OC)CC1)=O)(C)(C)C.C(O)(C(F)(F)F)=O. Given the product [N:23]1[C:24]2[C:19](=[CH:18][CH:17]=[CH:16][CH:25]=2)[CH:20]=[N:21][CH:22]=1, predict the reactants needed to synthesize it. (2) Given the product [F:1][C:2]1[CH:3]=[CH:4][C:5]([N:8]2[C:11](=[O:12])[C@H:10]([S:13][CH2:14][CH:15]([C:17]3[CH:18]=[CH:19][C:20]([F:23])=[CH:21][CH:22]=3)[OH:16])[C@H:9]2[C:24]2[CH:44]=[CH:43][C:27]([O:28][CH2:29][C:30]([NH:32][C@H:33]([C:37]3[CH:42]=[CH:41][CH:40]=[CH:39][CH:38]=3)[C:34]([NH:59][C@@H:58]([C:60]([OH:62])=[O:61])[CH2:57][CH2:56][CH2:55][CH2:54][NH2:53])=[O:35])=[O:31])=[CH:26][CH:25]=2)=[CH:6][CH:7]=1, predict the reactants needed to synthesize it. The reactants are: [F:1][C:2]1[CH:7]=[CH:6][C:5]([N:8]2[C:11](=[O:12])[C@H:10]([S:13][CH2:14][CH:15]([C:17]3[CH:22]=[CH:21][C:20]([F:23])=[CH:19][CH:18]=3)[OH:16])[C@H:9]2[C:24]2[CH:44]=[CH:43][C:27]([O:28][CH2:29][C:30]([NH:32][C@H:33]([C:37]3[CH:42]=[CH:41][CH:40]=[CH:39][CH:38]=3)[C:34](O)=[O:35])=[O:31])=[CH:26][CH:25]=2)=[CH:4][CH:3]=1.Cl.C(OC([NH:53][CH2:54][CH2:55][CH2:56][CH2:57][C@H:58]([C:60]([O:62]C(C)(C)C)=[O:61])[NH2:59])=O)(C)(C)C.CN1CCOCC1.CN(C(ON1N=NC2C=CC=CC1=2)=[N+](C)C)C.[B-](F)(F)(F)F. (3) Given the product [C:1]([C:4]1[CH:5]=[CH:6][C:7]([C:8]([NH:25][CH2:13][CH2:14][CH2:15][CH2:16][CH2:17][CH2:18][CH2:19][CH2:20][CH2:21][CH2:22][CH2:23][CH3:24])=[O:10])=[CH:11][CH:12]=1)(=[O:3])[CH3:2], predict the reactants needed to synthesize it. The reactants are: [C:1]([C:4]1[CH:12]=[CH:11][C:7]([C:8]([OH:10])=O)=[CH:6][CH:5]=1)(=[O:3])[CH3:2].[CH2:13]([NH2:25])[CH2:14][CH2:15][CH2:16][CH2:17][CH2:18][CH2:19][CH2:20][CH2:21][CH2:22][CH2:23][CH3:24]. (4) The reactants are: C([O:4][CH2:5][C:6]1[C:11]([N:12]2[CH2:24][CH2:23][N:15]3[C:16]4[CH2:17][CH2:18][CH2:19][CH2:20][C:21]=4[CH:22]=[C:14]3[C:13]2=[O:25])=[CH:10][C:9]([F:26])=[CH:8][C:7]=1[C:27]1[CH:32]=[C:31]([NH:33][C:34]2[CH:39]=[CH:38][C:37]([N:40]3[CH2:45][CH2:44][N:43]([CH:46]4[CH2:49][O:48][CH2:47]4)[CH2:42][C@@H:41]3[CH2:50][CH3:51])=[CH:36][N:35]=2)[C:30](=[O:52])[N:29]([CH3:53])[CH:28]=1)(=O)C.[Li+].[OH-]. Given the product [CH2:50]([C@H:41]1[CH2:42][N:43]([CH:46]2[CH2:47][O:48][CH2:49]2)[CH2:44][CH2:45][N:40]1[C:37]1[CH:38]=[CH:39][C:34]([NH:33][C:31]2[C:30](=[O:52])[N:29]([CH3:53])[CH:28]=[C:27]([C:7]3[C:6]([CH2:5][OH:4])=[C:11]([N:12]4[CH2:24][CH2:23][N:15]5[C:16]6[CH2:17][CH2:18][CH2:19][CH2:20][C:21]=6[CH:22]=[C:14]5[C:13]4=[O:25])[CH:10]=[C:9]([F:26])[CH:8]=3)[CH:32]=2)=[N:35][CH:36]=1)[CH3:51], predict the reactants needed to synthesize it. (5) Given the product [NH:44]1[C:45]2[C:41](=[C:40]([NH:39][C:37]([NH:36][C:34]3[CH:35]=[C:30]([S:27]([CH3:26])(=[O:29])=[O:28])[CH:31]=[CH:32][C:33]=3[O:50][CH3:51])=[S:38])[CH:48]=[CH:47][CH:46]=2)[CH:42]=[N:43]1, predict the reactants needed to synthesize it. The reactants are: N1C2C(=C(N)C=CC=2)C=N1.N(C1C=C(S(C)(=O)=O)C=CC=1OC)=C=S.[CH3:26][S:27]([C:30]1[CH:31]=[CH:32][C:33]([O:50][CH3:51])=[C:34]([NH:36][C:37]([NH:39][C:40]2[CH:48]=[CH:47][CH:46]=[C:45]3[C:41]=2[CH:42]=[N:43][N:44]3C)=[S:38])[CH:35]=1)(=[O:29])=[O:28]. (6) Given the product [C:25]([O:24][C:22]([N:5]1[CH2:6][CH2:7][N:8]2[C:16](=[O:17])[C:15]3[C:10]([CH:9]2[CH:4]1[CH:1]([CH3:3])[CH3:2])=[CH:11][CH:12]=[CH:13][C:14]=3[C:18]([F:20])([F:21])[F:19])=[O:23])([CH3:28])([CH3:27])[CH3:26], predict the reactants needed to synthesize it. The reactants are: [CH:1]([CH:4]1[CH:9]2[C:10]3[C:15]([C:16](=[O:17])[N:8]2[CH2:7][CH2:6][NH:5]1)=[C:14]([C:18]([F:21])([F:20])[F:19])[CH:13]=[CH:12][CH:11]=3)([CH3:3])[CH3:2].[C:22](O[C:22]([O:24][C:25]([CH3:28])([CH3:27])[CH3:26])=[O:23])([O:24][C:25]([CH3:28])([CH3:27])[CH3:26])=[O:23]. (7) Given the product [C:2]1([C@H:1]2[O:8][CH:21]=[N:20][C@@H:19]2[S:9]([C:12]2[C:13]([CH3:22])=[CH:14][CH:15]=[CH:17][CH:18]=2)(=[O:10])=[O:11])[CH:7]=[CH:6][CH:5]=[CH:4][CH:3]=1, predict the reactants needed to synthesize it. The reactants are: [CH:1](=[O:8])[C:2]1[CH:7]=[CH:6][CH:5]=[CH:4][CH:3]=1.[S:9]([CH2:19][N+:20]#[C-:21])([C:12]1[CH:18]=[CH:17][C:15](C)=[CH:14][CH:13]=1)(=[O:11])=[O:10].[C-:22]#N.[Na+].